Dataset: Reaction yield outcomes from USPTO patents with 853,638 reactions. Task: Predict the reaction yield, written as a fraction of the theoretical maximum amount of product (1.0 means a 100% yield; for example, 0.34 means a 34% yield). (1) The reactants are [NH2:1][OH:2].Cl.CC(O[Na])=O.[C:9]12[CH:20]=[CH:19][CH:18]=[CH:17][C:16]=1[S:15][C:14]1[C:13](=O)[CH2:12][CH2:11][C:10]2=1. The catalyst is CO. The product is [C:9]12[CH:20]=[CH:19][CH:18]=[CH:17][C:16]=1[S:15][C:14]1/[C:13](=[N:1]\[OH:2])/[CH2:12][CH2:11][C:10]2=1. The yield is 0.920. (2) The reactants are [Br:1][C:2]1[CH:3]=[CH:4][C:5]([C:9](OC)=[O:10])=[N:6][C:7]=1[CH3:8].[H-].C([Al+]CC(C)C)C(C)C. The catalyst is O1CCCC1. The product is [Br:1][C:2]1[CH:3]=[CH:4][C:5]([CH:9]=[O:10])=[N:6][C:7]=1[CH3:8]. The yield is 0.760. (3) The reactants are Br[C:2]1[CH:11]=[C:10]2[C:5]([CH:6]=[CH:7][C:8](=[O:19])[N:9]2[C:12]2[CH:17]=[CH:16][CH:15]=[CH:14][C:13]=2[Cl:18])=[C:4]([C:20]2[CH:25]=[CH:24][CH:23]=[CH:22][C:21]=2[Cl:26])[N:3]=1.[CH:27]([NH:30][CH2:31][CH2:32][NH2:33])([CH3:29])[CH3:28].CN1C(=[O:40])CCC1. No catalyst specified. The product is [CH:8]([OH:19])=[O:40].[Cl:18][C:13]1[CH:14]=[CH:15][CH:16]=[CH:17][C:12]=1[N:9]1[C:10]2[C:5](=[C:4]([C:20]3[CH:25]=[CH:24][CH:23]=[CH:22][C:21]=3[Cl:26])[N:3]=[C:2]([NH:33][CH2:32][CH2:31][NH:30][CH:27]([CH3:29])[CH3:28])[CH:11]=2)[CH:6]=[CH:7][C:8]1=[O:19]. The yield is 0.190.